This data is from Catalyst prediction with 721,799 reactions and 888 catalyst types from USPTO. The task is: Predict which catalyst facilitates the given reaction. (1) Reactant: NC1(C2C=CC(C3C(=O)C4C(=CC=C(F)C=4)OC=3C3C=CC=CC=3)=CC=2)CCC1.C(OC(=O)[NH:36][C:37]1([C:41]2[CH:46]=[CH:45][C:44]([C:47]3[C:48](=[O:67])[C:49]4[C:54]([O:55][C:56]=3[C:57]3[CH:62]=[CH:61][CH:60]=[CH:59][CH:58]=3)=[C:53]3[NH:63][N:64]=[C:65]([I:66])[C:52]3=[CH:51][CH:50]=4)=[CH:43][CH:42]=2)[CH2:40][CH2:39][CH2:38]1)(C)(C)C.C(O)(C(F)(F)F)=O.[ClH:76]. Product: [ClH:76].[NH2:36][C:37]1([C:41]2[CH:42]=[CH:43][C:44]([C:47]3[C:48](=[O:67])[C:49]4[C:54]([O:55][C:56]=3[C:57]3[CH:62]=[CH:61][CH:60]=[CH:59][CH:58]=3)=[C:53]3[NH:63][N:64]=[C:65]([I:66])[C:52]3=[CH:51][CH:50]=4)=[CH:45][CH:46]=2)[CH2:40][CH2:39][CH2:38]1. The catalyst class is: 24. (2) Reactant: Br[C:2]1[CH:3]=[C:4]([NH:13][CH2:14][CH3:15])[C:5]([CH3:12])=[C:6]([CH:11]=1)[C:7]([O:9][CH3:10])=[O:8].CC1(C)C(C)(C)OB([C:24]2[CH:36]=[CH:35][C:27]([CH2:28][N:29]3[CH2:34][CH2:33][O:32][CH2:31][CH2:30]3)=[CH:26][CH:25]=2)O1.C([O-])([O-])=O.[Na+].[Na+]. Product: [CH2:14]([NH:13][C:4]1[C:5]([CH3:12])=[C:6]([C:7]([O:9][CH3:10])=[O:8])[CH:11]=[C:2]([C:24]2[CH:25]=[CH:26][C:27]([CH2:28][N:29]3[CH2:34][CH2:33][O:32][CH2:31][CH2:30]3)=[CH:35][CH:36]=2)[CH:3]=1)[CH3:15]. The catalyst class is: 70.